Dataset: Catalyst prediction with 721,799 reactions and 888 catalyst types from USPTO. Task: Predict which catalyst facilitates the given reaction. (1) Reactant: [CH3:1][O:2][C:3]1[C:4]([OH:21])=[CH:5][C:6]([OH:20])=[C:7]2[C:12](=[O:13])[CH:11]=[C:10]([C:14]3[CH:15]=[CH:16][CH:17]=[CH:18][CH:19]=3)[O:9][C:8]=12.[CH2:22]=O.[NH:24]1[CH2:29][CH2:28][CH2:27][CH2:26][CH2:25]1. Product: [OH:20][C:6]1[C:5]([CH2:22][N:24]2[CH2:29][CH2:28][CH2:27][CH2:26][CH2:25]2)=[C:4]([OH:21])[C:3]([O:2][CH3:1])=[C:8]2[C:7]=1[C:12](=[O:13])[CH:11]=[C:10]([C:14]1[CH:19]=[CH:18][CH:17]=[CH:16][CH:15]=1)[O:9]2. The catalyst class is: 5. (2) Product: [N+:21]([C:12]1[CH:13]=[C:14]([S:17]([NH2:20])(=[O:19])=[O:18])[CH:15]=[CH:16][C:11]=1[O:7][C:1]1[CH:6]=[CH:5][CH:4]=[CH:3][CH:2]=1)([O-:23])=[O:22]. Reactant: [C:1]1([OH:7])[CH:6]=[CH:5][CH:4]=[CH:3][CH:2]=1.[H-].[Na+].F[C:11]1[CH:16]=[CH:15][C:14]([S:17]([NH2:20])(=[O:19])=[O:18])=[CH:13][C:12]=1[N+:21]([O-:23])=[O:22]. The catalyst class is: 9. (3) Reactant: [Cl:1][C:2]1[CH:3]=[C:4]([CH:19]=[CH:20][C:21]=1[C:22]([OH:24])=O)[C:5]([NH:7][CH2:8][C:9]1[NH:13][C:12]2[CH:14]=[CH:15][C:16]([Cl:18])=[CH:17][C:11]=2[N:10]=1)=[O:6].[NH:25]1[CH2:29][CH:28]=[CH:27][CH2:26]1.CN(C(ON1N=NC2C=CC=CC1=2)=[N+](C)C)C.[B-](F)(F)(F)F.C(N(CC)CC)C. Product: [Cl:1][C:2]1[CH:3]=[C:4]([CH:19]=[CH:20][C:21]=1[C:22]([N:25]1[CH2:29][CH:28]=[CH:27][CH2:26]1)=[O:24])[C:5]([NH:7][CH2:8][C:9]1[NH:13][C:12]2[CH:14]=[CH:15][C:16]([Cl:18])=[CH:17][C:11]=2[N:10]=1)=[O:6]. The catalyst class is: 16. (4) Reactant: O[CH:2]([CH:11]1[CH2:16][CH2:15][O:14][CH2:13][CH2:12]1)[CH:3]1[C:7](=[O:8])[CH:6]=[C:5]([O:9][CH3:10])[CH2:4]1.C(N(CC)CC)C.CS(Cl)(=O)=O.C(=O)([O-])[O-].[K+].[K+]. Product: [CH3:10][O:9][C:5]1[CH2:4][C:3](=[CH:2][CH:11]2[CH2:16][CH2:15][O:14][CH2:13][CH2:12]2)[C:7](=[O:8])[CH:6]=1. The catalyst class is: 4. (5) Reactant: [C:1]([NH2:8])([O:3][C:4]([CH3:7])([CH3:6])[CH3:5])=[O:2].[C:9]([O:12]C(=O)C)(=[O:11])[CH3:10].N1C=CC=CC=1. Product: [C:1]([NH2:8])([O:3][C:4]([CH3:7])([CH3:6])[CH3:5])=[O:2].[C:9]([O-:12])(=[O:11])[CH3:10]. The catalyst class is: 64. (6) The catalyst class is: 2. Product: [C:1]([C:5]1[CH:6]=[C:7]([NH:20][C:21]([NH:23][C@@H:24]2[C:33]3[C:28](=[CH:29][CH:30]=[CH:31][CH:32]=3)[C@H:27]([O:34][C:35]3[CH:36]=[CH:37][C:38]4[N:39]([C:41]([N:44]5[CH2:49][CH2:48][O:47][CH2:46][C@@H:45]5[CH3:50])=[N:42][N:43]=4)[CH:40]=3)[CH2:26][CH2:25]2)=[O:22])[N:8]([C:10]2[CH:11]=[C:12]([CH:13]=[CH:14][CH:15]=2)[O:16][CH2:17][CH2:18][O:19][S:61]([CH3:60])(=[O:63])=[O:62])[N:9]=1)([CH3:4])([CH3:2])[CH3:3]. Reactant: [C:1]([C:5]1[CH:6]=[C:7]([NH:20][C:21]([NH:23][C@@H:24]2[C:33]3[C:28](=[CH:29][CH:30]=[CH:31][CH:32]=3)[C@H:27]([O:34][C:35]3[CH:36]=[CH:37][C:38]4[N:39]([C:41]([N:44]5[CH2:49][CH2:48][O:47][CH2:46][C@@H:45]5[CH3:50])=[N:42][N:43]=4)[CH:40]=3)[CH2:26][CH2:25]2)=[O:22])[N:8]([C:10]2[CH:15]=[CH:14][CH:13]=[C:12]([O:16][CH2:17][CH2:18][OH:19])[CH:11]=2)[N:9]=1)([CH3:4])([CH3:3])[CH3:2].CCN(C(C)C)C(C)C.[CH3:60][S:61](Cl)(=[O:63])=[O:62]. (7) Reactant: [C:1]([O:5][C:6]([NH:8][C@H:9]([C:21]([OH:23])=O)[CH2:10][C:11]1[CH:16]=[CH:15][C:14]([C:17]([O:19][CH3:20])=[O:18])=[CH:13][CH:12]=1)=[O:7])([CH3:4])([CH3:3])[CH3:2].C(N(CC)CC)C.Cl.[CH3:32][NH:33][CH2:34][C:35]([O:37][CH3:38])=[O:36].C1C=CC2N(O)N=NC=2C=1.CCN=C=NCCCN(C)C.C(O)(=O)CC(CC(O)=O)(C(O)=O)O.C(OCC)(=O)C. Product: [C:1]([O:5][C:6]([NH:8][C@H:9]([C:21]([N:33]([CH3:32])[CH2:34][C:35]([O:37][CH3:38])=[O:36])=[O:23])[CH2:10][C:11]1[CH:12]=[CH:13][C:14]([C:17]([O:19][CH3:20])=[O:18])=[CH:15][CH:16]=1)=[O:7])([CH3:2])([CH3:3])[CH3:4]. The catalyst class is: 9. (8) The catalyst class is: 162. Reactant: Br[CH:2]1[CH2:11][CH2:10][C:9]2[CH:8]=[C:7]([C:12]#[N:13])[CH:6]=[CH:5][C:4]=2[C:3]1=O.[CH2:15]([C:17]([NH:22][C:23]([NH2:25])=[S:24])([CH2:20][OH:21])[CH2:18][CH3:19])[CH3:16]. Product: [CH2:15]([C:17]([NH:22][C:23]1[S:24][C:2]2[CH2:11][CH2:10][C:9]3[C:4](=[CH:5][CH:6]=[C:7]([C:12]#[N:13])[CH:8]=3)[C:3]=2[N:25]=1)([CH2:20][OH:21])[CH2:18][CH3:19])[CH3:16].